Dataset: Experimentally validated miRNA-target interactions with 360,000+ pairs, plus equal number of negative samples. Task: Binary Classification. Given a miRNA mature sequence and a target amino acid sequence, predict their likelihood of interaction. (1) Result: 0 (no interaction). The miRNA is hsa-miR-4503 with sequence UUUAAGCAGGAAAUAGAAUUUA. The protein sequence of the target gene is MQRLQVVLGHLRGPADSGWMPQAAPCLSGAPQASAADVVVVHGRRTAICRAGRGGFKDTTPDELLSAVMTAVLKDVNLRPEQLGDICVGNVLQPGAGAIMARIAQFLSDIPETVPLSTVNRQCSSGLQAVASIAGGIRNGSYDIGMACGVESMSLADRGNPGNITSRLMEKEKARDCLIPMGITSENVAERFGISREKQDTFALASQQKAARAQSKGCFQAEIVPVTTTVHDDKGTKRSITVTQDEGIRPSTTMEGLAKLKPAFKKDGSTTAGNSSQVSDGAAAILLARRSKAEELGLPI.... (2) The miRNA is hsa-miR-143-3p with sequence UGAGAUGAAGCACUGUAGCUC. Result: 1 (interaction). The protein sequence of the target gene is MAEEMESSLEASFSSSGAVSGASGFLPPARSRIFKIIVIGDSNVGKTCLTYRFCAGRFPDRTEATIGVDFRERAVEIDGERIKIQLWDTAGQERFRKSMVQHYYRNVHAVVFVYDMTNMASFHSLPSWIEECKQHLLANDIPRILVGNKCDLRSAIQVPTDLAQKFADTHSMPLFETSAKNPNDNDHVEAIFMTLAHKLKSHKPLMLSQPPDNGIILKPEPKPAMTCWC. (3) The miRNA is hsa-miR-4779 with sequence UAGGAGGGAAUAGUAAAAGCAG. The protein sequence of the target gene is MRQTLPCIYFWGGLLPFGMLCASSTTKCTVSHEVADCSHLKLTQVPDDLPTNITVLNLTHNQLRRLPAANFTRYSQLTSLDVGFNTISKLEPELCQKLPMLKVLNLQHNELSQLSDKTFAFCTNLTELHLMSNSIQKIKNNPFVKQKNLITLDLSHNGLSSTKLGTQVQLENLQELLLSNNKIQALKSEELDIFANSSLKKLELSSNQIKEFSPGCFHAIGRLFGLFLNNVQLGPSLTEKLCLELANTSIRNLSLSNSQLSTTSNTTFLGLKWTNLTMLDLSYNNLNVVGNDSFAWLPQL.... Result: 0 (no interaction). (4) The protein sequence of the target gene is MASASYHISNLLEKMTSSDKDFRFMATNDLMTELQKDSIKLDDDSERKVVKMILKLLEDKNGEVQNLAVKCLGPLVSKVKEYQVETIVDTLCTNMLSDKEQLRDISSIGLKTVIGELPPASSGSALAANVCKKITGRLTSAIAKQEDVSVQLEALDIMADMLSRQGGLLVNFHPSILTCLLPQLTSPRLAVRKRTIIALGHLVMSCGNIVFVDLIEHLLSELSKNDSMSTTRTYIQCIAAISRQAGHRIGEYLEKIIPLVVKFCNVDDDELREYCIQAFESFVRRCPKEVYPHVSTIINI.... Result: 1 (interaction). The miRNA is hsa-miR-4310 with sequence GCAGCAUUCAUGUCCC. (5) The miRNA is hsa-miR-6884-3p with sequence CCCAUCACCUUUCCGUCUCCCCU. The protein sequence of the target gene is MCPCPLHRGRGPPAVCACSAGRLGLRSSAAQLTAARLKALGDELHQRTMWRRRARSRRAPAPGALPTYWPWLCAAAQVAALAAWLLGRRNL. Result: 0 (no interaction). (6) The miRNA is mmu-miR-7234-5p with sequence UUGUUUUCUCCAAAGACGUUUCU. The protein sequence of the target gene is MASPLRSLLFLLAVLAVAWAATPKQGPRMLGAPEEADANEEGVRRALDFAVSEYNKGSNDAYHSRAIQVVRARKQLVAGVNYFLDVEMGRTTCTKSQTNLTDCPFHDQPHLMRKALCSFQIYSVPWKGTHSLTKFSCKNA. Result: 1 (interaction).